Dataset: Full USPTO retrosynthesis dataset with 1.9M reactions from patents (1976-2016). Task: Predict the reactants needed to synthesize the given product. (1) Given the product [C:1]([O:7][CH2:8][C@H:9]([C:15]1[C:24]([CH3:25])=[CH:23][C:18]2[N:19]=[C:20]([C:41]3[CH:40]=[CH:39][CH:38]=[C:37]([C:33]4[CH:32]=[C:31]5[C:36](=[CH:35][CH:34]=4)[N:28]([CH3:27])[N:29]=[CH:30]5)[CH:42]=3)[S:21][C:17]=2[C:16]=1[Br:26])[O:10][C:11]([CH3:14])([CH3:13])[CH3:12])(=[O:6])[C:2]([CH3:5])([CH3:4])[CH3:3], predict the reactants needed to synthesize it. The reactants are: [C:1]([O:7][CH2:8][C@H:9]([C:15]1[C:24]([CH3:25])=[CH:23][C:18]2[N:19]=[C:20](Cl)[S:21][C:17]=2[C:16]=1[Br:26])[O:10][C:11]([CH3:14])([CH3:13])[CH3:12])(=[O:6])[C:2]([CH3:5])([CH3:4])[CH3:3].[CH3:27][N:28]1[C:36]2[C:31](=[CH:32][C:33]([C:37]3[CH:42]=[CH:41][CH:40]=[C:39](B4OC(C)(C)C(C)(C)O4)[CH:38]=3)=[CH:34][CH:35]=2)[CH:30]=[N:29]1.C([O-])([O-])=O.[K+].[K+].CCOC(C)=O. (2) Given the product [CH3:7][O:8][C:9](=[O:35])[C:10]1[CH:15]=[CH:14][CH:13]=[C:12]([CH2:16][NH2:17])[CH:11]=1, predict the reactants needed to synthesize it. The reactants are: N1CCCCC1.[CH3:7][O:8][C:9](=[O:35])[C:10]1[CH:15]=[CH:14][CH:13]=[C:12]([CH2:16][NH:17]C(OCC2C3C=CC=CC=3C3C2=CC=CC=3)=O)[CH:11]=1.O.Cl.